This data is from Forward reaction prediction with 1.9M reactions from USPTO patents (1976-2016). The task is: Predict the product of the given reaction. Given the reactants Br[C:2]1[N:6]([S:7]([C:10]2[CH:15]=[CH:14][CH:13]=[CH:12][CH:11]=2)(=[O:9])=[O:8])[CH:5]=[C:4]([CH2:16][N:17]([CH3:25])[C:18](=[O:24])[O:19][C:20]([CH3:23])([CH3:22])[CH3:21])[C:3]=1[CH2:26][CH3:27].[C:28]1(B(O)O)[CH:33]=[CH:32][CH:31]=[CH:30][CH:29]=1.C(=O)([O-])[O-].[Na+].[Na+], predict the reaction product. The product is: [CH2:26]([C:3]1[C:4]([CH2:16][N:17]([CH3:25])[C:18](=[O:24])[O:19][C:20]([CH3:23])([CH3:22])[CH3:21])=[CH:5][N:6]([S:7]([C:10]2[CH:15]=[CH:14][CH:13]=[CH:12][CH:11]=2)(=[O:9])=[O:8])[C:2]=1[C:28]1[CH:33]=[CH:32][CH:31]=[CH:30][CH:29]=1)[CH3:27].